This data is from Forward reaction prediction with 1.9M reactions from USPTO patents (1976-2016). The task is: Predict the product of the given reaction. (1) The product is: [NH2:15][C:14]1[C:9]([N:5]2[CH2:6][C@H:7]([CH3:8])[C@:2]([OH:1])([CH3:29])[C@H:3]([NH:21][C:22](=[O:28])[O:23][C:24]([CH3:27])([CH3:26])[CH3:25])[CH2:4]2)=[C:10]2[CH2:20][CH2:19][O:18][C:11]2=[N:12][CH:13]=1. Given the reactants [OH:1][C@:2]1([CH3:29])[C@@H:7]([CH3:8])[CH2:6][N:5]([C:9]2[C:14]([N+:15]([O-])=O)=[CH:13][N:12]=[C:11]3[O:18][CH2:19][CH2:20][C:10]=23)[CH2:4][C@H:3]1[NH:21][C:22](=[O:28])[O:23][C:24]([CH3:27])([CH3:26])[CH3:25], predict the reaction product. (2) Given the reactants Cl[C:2]1[CH:7]=[C:6]([NH:8][C:9]2[CH:14]=[CH:13][CH:12]=[CH:11][N:10]=2)[N:5]=[C:4]([S:15][C:16]2[CH:21]=[CH:20][C:19]([NH:22][C:23]([CH:25]3[CH2:27][CH2:26]3)=[O:24])=[CH:18][CH:17]=2)[N:3]=1.Cl.[CH:29]1([C:32]2([F:36])[CH2:35][NH:34][CH2:33]2)[CH2:31][CH2:30]1.CCN(C(C)C)C(C)C.ClCCl, predict the reaction product. The product is: [CH:29]1([C:32]2([F:36])[CH2:35][N:34]([C:2]3[CH:7]=[C:6]([NH:8][C:9]4[CH:14]=[CH:13][CH:12]=[CH:11][N:10]=4)[N:5]=[C:4]([S:15][C:16]4[CH:21]=[CH:20][C:19]([NH:22][C:23]([CH:25]5[CH2:27][CH2:26]5)=[O:24])=[CH:18][CH:17]=4)[N:3]=3)[CH2:33]2)[CH2:31][CH2:30]1. (3) The product is: [CH2:13]([N:3]([CH2:1][CH3:2])[C:4]1[CH:12]=[CH:11][C:7]([C:8]2[S:10][CH:16]=[CH:17][N:9]=2)=[CH:6][CH:5]=1)[CH3:14]. Given the reactants [CH2:1]([N:3]([CH2:13][CH3:14])[C:4]1[CH:12]=[CH:11][C:7]([C:8](=[S:10])[NH2:9])=[CH:6][CH:5]=1)[CH3:2].Br[CH2:16][CH:17](OC)OC.C1(C)C=CC(S(O)(=O)=O)=CC=1, predict the reaction product. (4) Given the reactants [CH3:1][O:2][C:3]1[CH:14]=[CH:13][C:6]([C:7](N(OC)C)=[O:8])=[CH:5][C:4]=1[CH3:15].COC1C=CC(C(O)=O)=CC=1C.Cl.CNOC.[Br:33][C:34]1[CH:39]=[C:38]([CH2:40][CH2:41][O:42][CH3:43])[CH:37]=[C:36](Br)[CH:35]=1.C([Li])CCC, predict the reaction product. The product is: [Br:33][C:34]1[CH:35]=[C:36]([C:7]([C:6]2[CH:13]=[CH:14][C:3]([O:2][CH3:1])=[C:4]([CH3:15])[CH:5]=2)=[O:8])[CH:37]=[C:38]([CH2:40][CH2:41][O:42][CH3:43])[CH:39]=1. (5) Given the reactants Cl[C:2]1[C:11]2[C:6](=[CH:7][C:8]([O:14][CH2:15][CH2:16][CH2:17][N:18]3[CH2:23][CH2:22][O:21][CH2:20][CH2:19]3)=[C:9]([O:12][CH3:13])[CH:10]=2)[N:5]=[CH:4][N:3]=1.[Cl:24][C:25]1[CH:33]=[C:32]([C:34]#[C:35][CH2:36][CH2:37][O:38][CH3:39])[C:28]2[O:29][CH2:30][O:31][C:27]=2[C:26]=1[NH2:40].C[Si]([N-][Si](C)(C)C)(C)C.[Na+], predict the reaction product. The product is: [Cl:24][C:25]1[CH:33]=[C:32]([C:34]#[C:35][CH2:36][CH2:37][O:38][CH3:39])[C:28]2[O:29][CH2:30][O:31][C:27]=2[C:26]=1[NH:40][C:2]1[C:11]2[C:6](=[CH:7][C:8]([O:14][CH2:15][CH2:16][CH2:17][N:18]3[CH2:23][CH2:22][O:21][CH2:20][CH2:19]3)=[C:9]([O:12][CH3:13])[CH:10]=2)[N:5]=[CH:4][N:3]=1. (6) Given the reactants [Br:1][C:2]1[C:11]2[C:6](=[C:7]([F:12])[CH:8]=[CH:9][CH:10]=2)[CH2:5][CH2:4][C:3]=1[CH:13]=[O:14].ClC1C(=O)C(C#N)=C(C#N)C(=O)C=1Cl, predict the reaction product. The product is: [Br:1][C:2]1[C:11]2[C:6](=[C:7]([F:12])[CH:8]=[CH:9][CH:10]=2)[CH:5]=[CH:4][C:3]=1[CH:13]=[O:14]. (7) Given the reactants [Br:1][C:2]1[CH:7]=[CH:6][C:5]([SH:8])=[CH:4][CH:3]=1.[F:9][C:10]1[CH:11]=[C:12](I)[CH:13]=[C:14]([F:16])[CH:15]=1.CC(CCC)C(=O)C(=O)C(C)(C)C.C(=O)([O-])[O-].[Cs+].[Cs+], predict the reaction product. The product is: [Br:1][C:2]1[CH:7]=[CH:6][C:5]([S:8][C:12]2[CH:11]=[C:10]([F:9])[CH:15]=[C:14]([F:16])[CH:13]=2)=[CH:4][CH:3]=1. (8) Given the reactants [I-].C[C:3]1[N:4](CC=C)[C:5]2[C:12]([F:13])=[C:11]([NH:14][C:15]3[CH:20]=[CH:19][C:18]([I:21])=[CH:17][C:16]=3[F:22])[C:10]([C:23]([O:25][CH3:26])=[O:24])=[CH:9][C:6]=2[N+:7]=1[CH3:8].C1(P(C2C=CC=CC=2)C2C=CC=CC=2)C=CC=CC=1.N1CCCC1.O, predict the reaction product. The product is: [F:13][C:12]1[C:5]2[N:4]=[CH:3][N:7]([CH3:8])[C:6]=2[CH:9]=[C:10]([C:23]([O:25][CH3:26])=[O:24])[C:11]=1[NH:14][C:15]1[CH:20]=[CH:19][C:18]([I:21])=[CH:17][C:16]=1[F:22].